This data is from Forward reaction prediction with 1.9M reactions from USPTO patents (1976-2016). The task is: Predict the product of the given reaction. The product is: [CH3:29][N:25]1[C:24]([CH2:23][O:20][C:13]2[C:14]3[CH:15]=[CH:16][CH:17]=[CH:18][C:19]=3[C:10]3[CH:9]=[N:8][N:7]([C:1]4[CH:2]=[CH:3][CH:4]=[CH:5][CH:6]=4)[C:11]=3[N:12]=2)=[N:28][CH:27]=[N:26]1. Given the reactants [C:1]1([N:7]2[C:11]3[NH:12][C:13](=[O:20])[C:14]4[CH:15]=[CH:16][CH:17]=[CH:18][C:19]=4[C:10]=3[CH:9]=[N:8]2)[CH:6]=[CH:5][CH:4]=[CH:3][CH:2]=1.Cl.Cl[CH2:23][C:24]1[N:25]([CH3:29])[N:26]=[CH:27][N:28]=1.C(=O)([O-])[O-].[Cs+].[Cs+].O, predict the reaction product.